This data is from Full USPTO retrosynthesis dataset with 1.9M reactions from patents (1976-2016). The task is: Predict the reactants needed to synthesize the given product. (1) Given the product [CH2:1]([O:3][C:4](=[O:27])[CH2:5][N:6]1[C:14]2[C:9](=[CH:10][CH:11]=[CH:12][CH:13]=2)[C:8]2([C:17]3[CH:22]=[C:21]([F:23])[C:20]([F:24])=[CH:19][C:18]=3[O:25][CH2:15]2)[C:7]1=[O:26])[CH3:2], predict the reactants needed to synthesize it. The reactants are: [CH2:1]([O:3][C:4](=[O:27])[CH2:5][N:6]1[C:14]2[C:9](=[CH:10][CH:11]=[CH:12][CH:13]=2)[C:8]([C:17]2[CH:22]=[C:21]([F:23])[C:20]([F:24])=[CH:19][C:18]=2[OH:25])([CH2:15]O)[C:7]1=[O:26])[CH3:2].ClC1C=CC(Cl)=C2C=1C(C1C(O)=CC3OCOC=3C=1)(CO)C(=O)N2CCCCC. (2) Given the product [CH:1]1([N:6]([C@H:20]2[CH2:25][CH2:24][C@H:23]([CH2:26][CH3:27])[CH2:22][CH2:21]2)[C:7](=[O:19])[NH:8][C:9]2[S:10][C:11]([S:14][CH2:47][CH2:46][C:45]([OH:55])=[O:44])=[CH:12][N:13]=2)[CH2:5][CH2:4][CH2:3][CH2:2]1, predict the reactants needed to synthesize it. The reactants are: [CH:1]1([N:6]([C@H:20]2[CH2:25][CH2:24][C@H:23]([CH2:26][CH3:27])[CH2:22][CH2:21]2)[C:7](=[O:19])[NH:8][C:9]2[S:10][C:11]([S:14]CC(O)=O)=[CH:12][N:13]=2)[CH2:5][CH2:4][CH2:3][CH2:2]1.C1(N[C@H]2CC[C@H](CC)CC2)CCCC1.C([O:44][C:45](=[O:55])[CH2:46][CH2:47]SC1SC(N)=NC=1)C.